Task: Predict the reaction yield, written as a fraction of the theoretical maximum amount of product (1.0 means a 100% yield; for example, 0.34 means a 34% yield).. Dataset: Reaction yield outcomes from USPTO patents with 853,638 reactions (1) The reactants are [F:1][C:2]1[CH:7]=[C:6]([OH:8])[CH:5]=[CH:4][C:3]=1[C:9](=[O:11])[CH3:10].[Br:12]Br. The catalyst is O1CCOCC1. The product is [Br:12][CH2:10][C:9]([C:3]1[CH:4]=[CH:5][C:6]([OH:8])=[CH:7][C:2]=1[F:1])=[O:11]. The yield is 0.620. (2) The reactants are Br[C:2]1[C:3]([OH:25])=[CH:4][CH:5]=[C:6]2[C:10]=1[N:9]([CH2:11][CH:12]([NH:14][C:15](=[O:24])[O:16][CH2:17][C:18]1[CH:23]=[CH:22][CH:21]=[CH:20][CH:19]=1)[CH3:13])[N:8]=[CH:7]2.[CH3:26][NH:27][CH2:28][CH2:29][OH:30]. The catalyst is [Cl-].[NH4+]. The product is [OH:25][C:3]1[C:2]([N:27]([CH2:28][CH2:29][OH:30])[CH3:26])=[C:10]2[C:6]([CH:7]=[N:8][N:9]2[CH2:11][C@@H:12]([NH:14][C:15](=[O:24])[O:16][CH2:17][C:18]2[CH:23]=[CH:22][CH:21]=[CH:20][CH:19]=2)[CH3:13])=[CH:5][CH:4]=1. The yield is 0.680. (3) The reactants are [NH2:1][C:2]1[C:7]([OH:8])=[C:6]([F:9])[C:5]([O:10][C:11]2[CH:12]=[N:13][C:14]([S:17]([CH3:20])(=[O:19])=[O:18])=[CH:15][CH:16]=2)=[CH:4][CH:3]=1.Cl.[N:22]([O-])=O.[Na+].[OH-].[K+].[CH3:28][CH:29](C(=O)C)[C:30]([O:32][CH2:33][CH3:34])=[O:31]. The catalyst is C(O)C.O. The product is [F:9][C:6]1[C:7]([OH:8])=[C:2]([NH:1][N:22]=[C:29]([CH3:28])[C:30]([O:32][CH2:33][CH3:34])=[O:31])[CH:3]=[CH:4][C:5]=1[O:10][C:11]1[CH:12]=[N:13][C:14]([S:17]([CH3:20])(=[O:19])=[O:18])=[CH:15][CH:16]=1. The yield is 0.850. (4) The reactants are [CH3:1][N:2]1[CH2:7][CH2:6][N:5]([CH:8]([C:13]2[C:18]([CH3:19])=[CH:17][CH:16]=[CH:15][N:14]=2)[C:9](OC)=[O:10])[CH2:4][CH2:3]1.CC(N1CCN(C)CC1)(C1C(C)=CC=CN=1)C([O-])=O.O.[NH2:40][NH2:41]. No catalyst specified. The product is [CH3:1][N:2]1[CH2:7][CH2:6][N:5]([CH:8]([C:13]2[C:18]([CH3:19])=[CH:17][CH:16]=[CH:15][N:14]=2)[C:9]([NH:40][NH2:41])=[O:10])[CH2:4][CH2:3]1. The yield is 0.950. (5) The product is [Br:18][CH2:19][C:20]1[CH:25]=[CH:24][C:23]([CH2:26][O:1][C:2]2[CH:3]=[CH:4][C:5]([C@@H:8]([C:15]#[C:16][CH3:17])[CH2:9][C:10]([O:12][CH2:13][CH3:14])=[O:11])=[CH:6][CH:7]=2)=[CH:22][CH:21]=1. The reactants are [OH:1][C:2]1[CH:7]=[CH:6][C:5]([C@@H:8]([C:15]#[C:16][CH3:17])[CH2:9][C:10]([O:12][CH2:13][CH3:14])=[O:11])=[CH:4][CH:3]=1.[Br:18][CH2:19][C:20]1[CH:25]=[CH:24][C:23]([CH2:26]Br)=[CH:22][CH:21]=1.C([O-])([O-])=O.[Cs+].[Cs+]. The catalyst is CN(C=O)C.O. The yield is 0.559. (6) The reactants are [NH2:1][C@H:2]([C:5]([OH:7])=[O:6])[CH2:3][OH:4].FC(F)(F)C(O)=O.[C:15](Cl)(=[O:18])[CH2:16][CH3:17]. The product is [C:15]([O:4][CH2:3][C@@H:2]([C:5]([OH:7])=[O:6])[NH2:1])(=[O:18])[CH2:16][CH3:17]. The catalyst is C(OCC)C. The yield is 0.650. (7) The reactants are [C:1]([O-:4])(=[O:3])[CH3:2].[K+].Cl[CH2:7][C:8]1[CH:9]=[C:10]([C:14](=[O:35])[C:15](=[C:26]2[NH:30][C:29]3[CH:31]=[CH:32][CH:33]=[CH:34][C:28]=3[NH:27]2)[C:16]([C:18]2[CH:23]=[C:22]([F:24])[CH:21]=[C:20]([F:25])[CH:19]=2)=[O:17])[CH:11]=[CH:12][CH:13]=1.[Cl-].[NH4+]. The catalyst is CS(C)=O. The product is [C:1]([O:4][CH2:7][C:8]1[CH:13]=[CH:12][CH:11]=[C:10]([C:14](=[O:35])[C:15](=[C:26]2[NH:27][C:28]3[CH:34]=[CH:33][CH:32]=[CH:31][C:29]=3[NH:30]2)[C:16]([C:18]2[CH:23]=[C:22]([F:24])[CH:21]=[C:20]([F:25])[CH:19]=2)=[O:17])[CH:9]=1)(=[O:3])[CH3:2]. The yield is 0.640. (8) The reactants are Cl[C:2]1[N:7]=[C:6]([Cl:8])[N:5]=[C:4]([C:9]2[CH:14]=[CH:13][CH:12]=[C:11]([O:15][CH3:16])[CH:10]=2)[N:3]=1.C([O-])(O)=O.[Na+].[NH2:22][C:23]1[CH:28]=[CH:27][C:26]([OH:29])=[CH:25][CH:24]=1. The catalyst is CN(C=O)C. The product is [Cl:8][C:6]1[N:5]=[C:4]([C:9]2[CH:14]=[CH:13][CH:12]=[C:11]([O:15][CH3:16])[CH:10]=2)[N:3]=[C:2]([NH:22][C:23]2[CH:28]=[CH:27][C:26]([OH:29])=[CH:25][CH:24]=2)[N:7]=1. The yield is 0.990.